This data is from Reaction yield outcomes from USPTO patents with 853,638 reactions. The task is: Predict the reaction yield, written as a fraction of the theoretical maximum amount of product (1.0 means a 100% yield; for example, 0.34 means a 34% yield). (1) The reactants are [C:1]1([C:7]([OH:9])=[O:8])([C:4](O)=[O:5])[CH2:3][CH2:2]1.C(N(CC)CC)C.S(Cl)(Cl)=O.[CH2:21]([NH2:28])[C:22]1[CH:27]=[CH:26][CH:25]=[CH:24][CH:23]=1. The catalyst is C1COCC1.C(OCC)(=O)C. The product is [CH2:21]([NH:28][C:4]([C:1]1([C:7]([OH:9])=[O:8])[CH2:3][CH2:2]1)=[O:5])[C:22]1[CH:27]=[CH:26][CH:25]=[CH:24][CH:23]=1. The yield is 0.521. (2) The reactants are [CH3:1][N:2]([S:15]([C:18]1[S:19][CH:20]=[CH:21][CH:22]=1)(=[O:17])=[O:16])[C:3]1[CH:4]=[CH:5][CH:6]=[C:7]2[C:11]=1[NH:10][C:9]([C:12](O)=[O:13])=[CH:8]2.N1(O)C2C=CC=CC=2N=N1.Cl.CN(C)CCCN=C=NCC.[NH2:45][CH2:46][C:47]1([OH:60])[CH2:52][CH2:51][N:50]([CH2:53][C:54]2[CH:59]=[CH:58][CH:57]=[CH:56][CH:55]=2)[CH2:49][CH2:48]1.C(=O)([O-])O.[Na+]. The catalyst is CN(C)C=O. The product is [CH2:53]([N:50]1[CH2:49][CH2:48][C:47]([CH2:46][NH:45][C:12]([C:9]2[NH:10][C:11]3[C:7]([CH:8]=2)=[CH:6][CH:5]=[CH:4][C:3]=3[N:2]([CH3:1])[S:15]([C:18]2[S:19][CH:20]=[CH:21][CH:22]=2)(=[O:16])=[O:17])=[O:13])([OH:60])[CH2:52][CH2:51]1)[C:54]1[CH:55]=[CH:56][CH:57]=[CH:58][CH:59]=1. The yield is 0.760. (3) The yield is 0.250. The reactants are [CH:1]([C:3]1[C:11]2[C:6](=[CH:7][C:8]([C@H:12]3[C@@:14]4([C:22]5[C:17](=[CH:18][CH:19]=[CH:20][CH:21]=5)[NH:16][C:15]4=[O:23])[CH2:13]3)=[CH:9][CH:10]=2)[NH:5][N:4]=1)=[CH2:2].Br[C:25]1[C:26]([CH3:31])=[N:27][CH:28]=[CH:29][CH:30]=1.CCN(C(C)C)C(C)C.CC1C=CC=CC=1P(C1C=CC=CC=1C)C1C=CC=CC=1C. The product is [CH3:31][C:26]1[N:27]=[CH:28][C:29](/[CH:2]=[CH:1]/[C:3]2[C:11]3[C:6](=[CH:7][C:8]([C@H:12]4[C@@:14]5([C:22]6[C:17](=[CH:18][CH:19]=[CH:20][CH:21]=6)[NH:16][C:15]5=[O:23])[CH2:13]4)=[CH:9][CH:10]=3)[NH:5][N:4]=2)=[CH:30][CH:25]=1. The catalyst is CN(C=O)C.CC([O-])=O.CC([O-])=O.[Pd+2]. (4) The reactants are [N:1]([CH2:4][CH:5]1[NH:10][C:9]2[C:11](Br)=[CH:12][C:13]([F:15])=[CH:14][C:8]=2[O:7][CH2:6]1)=[N+:2]=[N-:3].[CH3:17][C:18]1[CH:23]=[CH:22][CH:21]=[CH:20][C:19]=1B(O)O. No catalyst specified. The product is [N:1]([CH2:4][CH:5]1[NH:10][C:9]2[C:11]([C:19]3[CH:20]=[CH:21][CH:22]=[CH:23][C:18]=3[CH3:17])=[CH:12][C:13]([F:15])=[CH:14][C:8]=2[O:7][CH2:6]1)=[N+:2]=[N-:3]. The yield is 0.660. (5) The reactants are [CH3:1][Si:2]([CH3:22])([CH3:21])[CH2:3][CH2:4][O:5][CH2:6][N:7]1[CH:11]=[N:10][C:9]([O:12][C:13]2[CH:20]=[CH:19][C:16]([CH:17]=O)=[CH:15][CH:14]=2)=[N:8]1.[NH2:23][C:24]1[N:25]=[N:26][C:27]([CH3:30])=[CH:28][CH:29]=1.C([O:33][C:34](=O)[C:35]([OH:48])=[CH:36][C:37]([C:39]1[CH:44]=[CH:43][C:42]([CH:45]([CH3:47])[CH3:46])=[CH:41][CH:40]=1)=[O:38])C. No catalyst specified. The product is [OH:48][C:35]1[C:34](=[O:33])[N:23]([C:24]2[N:25]=[N:26][C:27]([CH3:30])=[CH:28][CH:29]=2)[CH:17]([C:16]2[CH:19]=[CH:20][C:13]([O:12][C:9]3[N:10]=[CH:11][N:7]([CH2:6][O:5][CH2:4][CH2:3][Si:2]([CH3:22])([CH3:21])[CH3:1])[N:8]=3)=[CH:14][CH:15]=2)[C:36]=1[C:37](=[O:38])[C:39]1[CH:44]=[CH:43][C:42]([CH:45]([CH3:47])[CH3:46])=[CH:41][CH:40]=1. The yield is 0.0800. (6) The reactants are [C:1]([O:5][C:6]1[CH:7]=[C:8]([CH:12]=[C:13]([Cl:20])[C:14]=1[O:15][C:16]([CH3:19])([CH3:18])[CH3:17])[C:9](O)=[O:10])([CH3:4])([CH3:3])[CH3:2].[NH2:21][C:22]1[CH:31]=[CH:30][C:25]([C:26]([O:28][CH3:29])=[O:27])=[CH:24][CH:23]=1.CCN(C(C)C)C(C)C. No catalyst specified. The product is [C:1]([O:5][C:6]1[CH:7]=[C:8]([CH:12]=[C:13]([Cl:20])[C:14]=1[O:15][C:16]([CH3:19])([CH3:18])[CH3:17])[C:9]([NH:21][C:22]1[CH:23]=[CH:24][C:25]([C:26]([O:28][CH3:29])=[O:27])=[CH:30][CH:31]=1)=[O:10])([CH3:4])([CH3:3])[CH3:2]. The yield is 0.500. (7) The reactants are [Br:1]Br.[OH:3][C:4]1[CH:9]=[C:8]([OH:10])[CH:7]=[CH:6][C:5]=1[C:11](=[O:13])[CH3:12]. The catalyst is CCO. The product is [Br:1][C:9]1[C:4]([OH:3])=[C:5]([C:11](=[O:13])[CH3:12])[CH:6]=[CH:7][C:8]=1[OH:10]. The yield is 0.350.